This data is from Choline transporter screen with 302,306 compounds. The task is: Binary Classification. Given a drug SMILES string, predict its activity (active/inactive) in a high-throughput screening assay against a specified biological target. (1) The drug is Clc1c(C(=O)Nc2c(=O)n3c(nc2)cccc3)ccc(Cl)c1. The result is 0 (inactive). (2) The drug is Brc1cc(C(OCC(=O)N2CCCc3c2cccc3)=O)cnc1. The result is 0 (inactive).